From a dataset of Forward reaction prediction with 1.9M reactions from USPTO patents (1976-2016). Predict the product of the given reaction. (1) Given the reactants [NH2:1][CH2:2][CH2:3][C:4]1[CH:9]=[CH:8][C:7](O)=[CH:6][CH:5]=1.[H-].[K+].F[C:14]1[CH:26]=[CH:25][C:17]([C:18]([O:20][C:21]([CH3:24])([CH3:23])[CH3:22])=[O:19])=[CH:16][CH:15]=1.CN(C=[O:31])C, predict the reaction product. The product is: [NH2:1][CH2:2][CH2:3][C:4]1[CH:9]=[CH:8][CH:7]=[CH:6][C:5]=1[O:31][C:14]1[CH:26]=[CH:25][C:17]([C:18]([O:20][C:21]([CH3:24])([CH3:23])[CH3:22])=[O:19])=[CH:16][CH:15]=1. (2) Given the reactants C(N(CC)C(C)C)(C)C.Cl[C:11](Cl)([O:13][C:14](=[O:20])OC(Cl)(Cl)Cl)Cl.[F:22][C:23]1[CH:30]=[C:29]([C:31]2[N:32]=[C:33]([NH:36][C:37](C)([CH3:40])[CH2:38]O)[S:34][CH:35]=2)[CH:28]=[CH:27][C:24]=1[C:25]#[N:26], predict the reaction product. The product is: [CH3:38][C:37]1([CH3:40])[CH2:11][O:13][C:14](=[O:20])[N:36]1[C:33]1[S:34][CH:35]=[C:31]([C:29]2[CH:28]=[CH:27][C:24]([C:25]#[N:26])=[C:23]([F:22])[CH:30]=2)[N:32]=1. (3) Given the reactants C([O-])([O-])=O.[Cs+].[Cs+].[Cl:7][C:8]1[NH:9][C:10]2[C:15]([C:16]=1[CH:17]=[O:18])=[CH:14][CH:13]=[CH:12][CH:11]=2.[C:19]1([S:25](Cl)(=[O:27])=[O:26])[CH:24]=[CH:23][CH:22]=[CH:21][CH:20]=1, predict the reaction product. The product is: [Cl:7][C:8]1[N:9]([S:25]([C:19]2[CH:24]=[CH:23][CH:22]=[CH:21][CH:20]=2)(=[O:27])=[O:26])[C:10]2[C:15]([C:16]=1[CH:17]=[O:18])=[CH:14][CH:13]=[CH:12][CH:11]=2. (4) Given the reactants C([O:8][C:9]([Cl:12])(Cl)Cl)(OC(Cl)(Cl)Cl)=O.[Si:13]([O:20][CH:21]1[CH2:24][NH:23][CH2:22]1)([C:16]([CH3:19])([CH3:18])[CH3:17])([CH3:15])[CH3:14].C(N(CC)CC)C, predict the reaction product. The product is: [Si:13]([O:20][CH:21]1[CH2:24][N:23]([C:9]([Cl:12])=[O:8])[CH2:22]1)([C:16]([CH3:19])([CH3:18])[CH3:17])([CH3:15])[CH3:14]. (5) Given the reactants [CH3:1][O:2][C:3]1[CH:30]=[CH:29][C:6]([CH2:7][NH:8][C:9]([C:11]2([CH2:24][CH2:25][CH2:26][CH2:27]Br)[C:23]3[CH:22]=[CH:21][CH:20]=[CH:19][C:18]=3[C:17]3[C:12]2=[CH:13][CH:14]=[CH:15][CH:16]=3)=[O:10])=[CH:5][CH:4]=1.[N:31]1([C:37]2[N:46]=[CH:45][C:44]3[C:39](=[CH:40][CH:41]=[CH:42][CH:43]=3)[N:38]=2)[CH2:36][CH2:35][NH:34][CH2:33][CH2:32]1, predict the reaction product. The product is: [CH3:1][O:2][C:3]1[CH:30]=[CH:29][C:6]([CH2:7][NH:8][C:9]([C:11]2([CH2:24][CH2:25][CH2:26][CH2:27][N:34]3[CH2:35][CH2:36][N:31]([C:37]4[N:46]=[CH:45][C:44]5[C:39](=[CH:40][CH:41]=[CH:42][CH:43]=5)[N:38]=4)[CH2:32][CH2:33]3)[C:23]3[CH:22]=[CH:21][CH:20]=[CH:19][C:18]=3[C:17]3[C:12]2=[CH:13][CH:14]=[CH:15][CH:16]=3)=[O:10])=[CH:5][CH:4]=1. (6) Given the reactants [CH:1]1([C:4]2[N:9]=[CH:8][C:7]([C:10]3[CH:15]=[CH:14][N:13]=[C:12]([C:16]([NH:18][C:19]4[N:24]=[C:23]([C:25]([O:27]C)=O)[CH:22]=[CH:21][CH:20]=4)=[O:17])[CH:11]=3)=[CH:6][CH:5]=2)[CH2:3][CH2:2]1.O.[NH2:30][NH2:31], predict the reaction product. The product is: [CH:1]1([C:4]2[N:9]=[CH:8][C:7]([C:10]3[CH:15]=[CH:14][N:13]=[C:12]([C:16]([NH:18][C:19]4[CH:20]=[CH:21][CH:22]=[C:23]([C:25]([NH:30][NH2:31])=[O:27])[N:24]=4)=[O:17])[CH:11]=3)=[CH:6][CH:5]=2)[CH2:3][CH2:2]1. (7) Given the reactants [ClH:1].[CH3:2][O:3][C:4](=[O:29])[C@@H:5]([NH:21]C(OC(C)(C)C)=O)[CH2:6][C:7]1[CH:12]=[CH:11][C:10]([C:13]2[CH:18]=[CH:17][CH:16]=[CH:15][C:14]=2[C:19]#[N:20])=[CH:9][CH:8]=1, predict the reaction product. The product is: [ClH:1].[CH3:2][O:3][C:4](=[O:29])[C@@H:5]([NH2:21])[CH2:6][C:7]1[CH:12]=[CH:11][C:10]([C:13]2[CH:18]=[CH:17][CH:16]=[CH:15][C:14]=2[C:19]#[N:20])=[CH:9][CH:8]=1.